Dataset: Reaction yield outcomes from USPTO patents with 853,638 reactions. Task: Predict the reaction yield, written as a fraction of the theoretical maximum amount of product (1.0 means a 100% yield; for example, 0.34 means a 34% yield). (1) The reactants are [C:1]([C:3]1[C:8]2[N:9]=[C:10]([N:12]3[CH2:15][CH:14]([CH2:16][C:17]([O:19]CC)=[O:18])[CH2:13]3)[O:11][C:7]=2[C:6]([N:22]2[CH2:26][CH2:25][C@H:24]([N:27]([CH3:29])[CH3:28])[CH2:23]2)=[C:5]([C:30]2[CH:35]=[CH:34][CH:33]=[CH:32][CH:31]=2)[C:4]=1[CH3:36])#[N:2].[OH-].[Na+].Cl. The catalyst is O1CCCC1. The product is [C:1]([C:3]1[C:8]2[N:9]=[C:10]([N:12]3[CH2:15][CH:14]([CH2:16][C:17]([OH:19])=[O:18])[CH2:13]3)[O:11][C:7]=2[C:6]([N:22]2[CH2:26][CH2:25][C@H:24]([N:27]([CH3:29])[CH3:28])[CH2:23]2)=[C:5]([C:30]2[CH:35]=[CH:34][CH:33]=[CH:32][CH:31]=2)[C:4]=1[CH3:36])#[N:2]. The yield is 0.170. (2) The yield is 0.950. The catalyst is C1COCC1.CO. The reactants are [CH3:1][C:2]1[N:3]=[C:4]([C:32]([O:34]CC)=[O:33])[S:5][C:6]=1[C:7]1[CH:8]=[CH:9][C:10]2[N:11]([C:13]([C:16](=[O:31])[NH:17][C:18]3[CH:23]=[C:22]([C:24]4[N:28]=[C:27]([CH3:29])[O:26][N:25]=4)[CH:21]=[CH:20][C:19]=3[CH3:30])=[CH:14][N:15]=2)[CH:12]=1.[Li+].[OH-].C(O)(=O)CC(CC(O)=O)(C(O)=O)O. The product is [CH3:1][C:2]1[N:3]=[C:4]([C:32]([OH:34])=[O:33])[S:5][C:6]=1[C:7]1[CH:8]=[CH:9][C:10]2[N:11]([C:13]([C:16](=[O:31])[NH:17][C:18]3[CH:23]=[C:22]([C:24]4[N:28]=[C:27]([CH3:29])[O:26][N:25]=4)[CH:21]=[CH:20][C:19]=3[CH3:30])=[CH:14][N:15]=2)[CH:12]=1. (3) The reactants are [C:1]([O:4][C:5]1[CH:10]=[C:9]([Cl:11])[C:8]([O:12][C:13]2[CH:18]=[CH:17][C:16]([NH2:19])=[C:15]([C:20]([F:23])([F:22])[F:21])[CH:14]=2)=[C:7]([Cl:24])[C:6]=1[CH3:25])(=[O:3])[CH3:2].[C:26](Cl)(=[O:30])[CH:27]([CH3:29])[CH3:28]. No catalyst specified. The product is [C:1]([O:4][C:5]1[CH:10]=[C:9]([Cl:11])[C:8]([O:12][C:13]2[CH:18]=[CH:17][C:16]([NH:19][C:26](=[O:30])[CH:27]([CH3:29])[CH3:28])=[C:15]([C:20]([F:21])([F:23])[F:22])[CH:14]=2)=[C:7]([Cl:24])[C:6]=1[CH3:25])(=[O:3])[CH3:2]. The yield is 0.840. (4) The reactants are [CH3:1][N:2]1[CH2:7][CH2:6][CH:5]([C:8]([C:10]2[CH:15]=[CH:14][CH:13]=[CH:12][CH:11]=2)=[O:9])[CH2:4][CH2:3]1.[BH4-].[Na+]. The catalyst is CO. The product is [CH3:1][N:2]1[CH2:7][CH2:6][CH:5]([CH:8]([C:10]2[CH:15]=[CH:14][CH:13]=[CH:12][CH:11]=2)[OH:9])[CH2:4][CH2:3]1. The yield is 0.980. (5) The reactants are C[O:2][C:3](=[O:38])[C:4]1[CH:9]=[C:8]([O:10][CH2:11][C:12]2[S:13][CH:14]=[C:15]([C:17]3[CH:22]=[CH:21][C:20]([CH2:23][O:24][C:25]4[CH:30]=[CH:29][C:28]([CH:31]([CH2:35][CH2:36][CH3:37])[CH2:32][CH2:33][CH3:34])=[CH:27][CH:26]=4)=[CH:19][CH:18]=3)[CH:16]=2)[CH:7]=[N:6][CH:5]=1.O1CCCC1.[OH-].[Na+].Cl. The catalyst is O.C(O)C. The product is [CH2:32]([CH:31]([C:28]1[CH:27]=[CH:26][C:25]([O:24][CH2:23][C:20]2[CH:19]=[CH:18][C:17]([C:15]3[CH:16]=[C:12]([CH2:11][O:10][C:8]4[CH:7]=[N:6][CH:5]=[C:4]([CH:9]=4)[C:3]([OH:38])=[O:2])[S:13][CH:14]=3)=[CH:22][CH:21]=2)=[CH:30][CH:29]=1)[CH2:35][CH2:36][CH3:37])[CH2:33][CH3:34]. The yield is 0.970. (6) The reactants are C([O:3][C:4]([CH:6]1[C:18]2[C:17]3[C:12](=[CH:13][CH:14]=[CH:15][CH:16]=3)[N:11]([CH2:19][CH2:20][F:21])[C:10]=2[CH2:9][CH2:8][CH2:7]1)=[O:5])C.[OH-].[Na+]. The catalyst is C(O)C.O. The product is [F:21][CH2:20][CH2:19][N:11]1[C:10]2[CH2:9][CH2:8][CH2:7][CH:6]([C:4]([OH:5])=[O:3])[C:18]=2[C:17]2[C:12]1=[CH:13][CH:14]=[CH:15][CH:16]=2. The yield is 0.370.